Task: Predict the product of the given reaction.. Dataset: Forward reaction prediction with 1.9M reactions from USPTO patents (1976-2016) (1) Given the reactants [N:1]1([CH2:7][CH2:8][CH2:9][O:10][C:11]2[CH:18]=[CH:17][C:14]([CH:15]=O)=[CH:13][CH:12]=2)[CH2:6][CH2:5][CH2:4][CH2:3][CH2:2]1.[C:19]1([CH:25]=[CH:26][CH2:27][N:28]2[CH2:33][CH2:32][NH:31][CH2:30][CH2:29]2)[CH:24]=[CH:23][CH:22]=[CH:21][CH:20]=1.C(O[BH-](OC(=O)C)OC(=O)C)(=O)C.[Na+].[OH-].[Na+].[CH2:50]([Cl:52])[Cl:51], predict the reaction product. The product is: [NH3:1].[CH2:50]([Cl:52])[Cl:51].[C:19]1([CH:25]=[CH:26][CH2:27][N:28]2[CH2:29][CH2:30][N:31]([CH2:15][C:14]3[CH:17]=[CH:18][C:11]([O:10][CH2:9][CH2:8][CH2:7][N:1]4[CH2:6][CH2:5][CH2:4][CH2:3][CH2:2]4)=[CH:12][CH:13]=3)[CH2:32][CH2:33]2)[CH:24]=[CH:23][CH:22]=[CH:21][CH:20]=1. (2) Given the reactants [Cl:1][C:2]1[CH:7]=[CH:6][C:5]([C:8]2[CH2:9][CH2:10][NH:11][CH2:12][CH:13]=2)=[CH:4][CH:3]=1.[H][H], predict the reaction product. The product is: [Cl:1][C:2]1[CH:7]=[CH:6][C:5]([CH:8]2[CH2:9][CH2:10][NH:11][CH2:12][CH2:13]2)=[CH:4][CH:3]=1. (3) The product is: [NH2:20][CH:2]1[CH2:7][CH2:6][C:5]([C:10]2[CH:15]=[CH:14][CH:13]=[CH:12][CH:11]=2)([C:8]#[N:9])[CH2:4][CH2:3]1. Given the reactants O=[C:2]1[CH2:7][CH2:6][C:5]([C:10]2[CH:15]=[CH:14][CH:13]=[CH:12][CH:11]=2)([C:8]#[N:9])[CH2:4][CH2:3]1.CC([O-])=O.[NH4+:20], predict the reaction product. (4) Given the reactants FC1C=C(F)C=CC=1CNC1C(C2SC=CC=2C)=CN=C([N:18]2[CH2:23][CH2:22][CH:21]([N:24]3[CH2:29][CH2:28][CH2:27][CH2:26][CH2:25]3)[CH2:20][CH2:19]2)N=1.ClC1N=C(NCC2C(F)=CC=CC=2F)C(C2SC=CC=2C)=CN=1, predict the reaction product. The product is: [N:24]1([CH:21]2[CH2:22][CH2:23][NH:18][CH2:19][CH2:20]2)[CH2:29][CH2:28][CH2:27][CH2:26][CH2:25]1.